Dataset: Reaction yield outcomes from USPTO patents with 853,638 reactions. Task: Predict the reaction yield, written as a fraction of the theoretical maximum amount of product (1.0 means a 100% yield; for example, 0.34 means a 34% yield). (1) The reactants are [F:1][C:2]([F:20])([F:19])[C:3]1[CH:4]=[C:5]([C:9]2[CH:10]=[N:11][N:12]3[CH:17]=[CH:16][C:15](=O)[NH:14][C:13]=23)[CH:6]=[CH:7][CH:8]=1.O=P(Cl)(Cl)[Cl:23]. No catalyst specified. The product is [Cl:23][C:15]1[CH:16]=[CH:17][N:12]2[N:11]=[CH:10][C:9]([C:5]3[CH:6]=[CH:7][CH:8]=[C:3]([C:2]([F:20])([F:19])[F:1])[CH:4]=3)=[C:13]2[N:14]=1. The yield is 0.670. (2) The reactants are [N+:1]([C:4]1[CH:5]=[C:6]([CH:26]=[CH:27][CH:28]=1)[CH2:7][NH:8][C:9]([C:11]1[CH:12]=[C:13]([C:20]2[CH:25]=[CH:24][CH:23]=[CH:22][CH:21]=2)[C:14]([F:19])=[CH:15][C:16]=1[O:17]C)=[O:10])([O-:3])=[O:2].B(Br)(Br)Br. The catalyst is ClCCl. The product is [N+:1]([C:4]1[CH:5]=[C:6]([CH:26]=[CH:27][CH:28]=1)[CH2:7][NH:8][C:9]([C:11]1[CH:12]=[C:13]([C:20]2[CH:25]=[CH:24][CH:23]=[CH:22][CH:21]=2)[C:14]([F:19])=[CH:15][C:16]=1[OH:17])=[O:10])([O-:3])=[O:2]. The yield is 1.00.